From a dataset of Full USPTO retrosynthesis dataset with 1.9M reactions from patents (1976-2016). Predict the reactants needed to synthesize the given product. (1) Given the product [Cl:17][C:18]1[CH:23]=[C:22]([C:24]2([C:26]([F:29])([F:27])[F:28])[O:1][N:2]=[C:3]([C:4]3[CH:15]=[CH:14][C:7]4[B:8]([OH:13])[O:9][C:10]([CH3:12])([CH3:11])[C:6]=4[CH:5]=3)[CH2:25]2)[CH:21]=[CH:20][C:19]=1[F:30], predict the reactants needed to synthesize it. The reactants are: [OH:1]/[N:2]=[C:3](\Cl)/[C:4]1[CH:15]=[CH:14][C:7]2[B:8]([OH:13])[O:9][C:10]([CH3:12])([CH3:11])[C:6]=2[CH:5]=1.[Cl:17][C:18]1[CH:23]=[C:22]([C:24]([C:26]([F:29])([F:28])[F:27])=[CH2:25])[CH:21]=[CH:20][C:19]=1[F:30].CC(=O)OCC. (2) The reactants are: C([O:3][C:4]([C:6]1[S:10][C:9]([N:11]2[CH2:16][CH2:15][N:14]([C:17]([O:19][C:20]([CH3:23])([CH3:22])[CH3:21])=[O:18])[CH2:13][CH2:12]2)=[N:8][CH:7]=1)=[O:5])C.[OH-].[K+].C(OCC)C. Given the product [C:4]([C:6]1[S:10][C:9]([N:11]2[CH2:16][CH2:15][N:14]([C:17]([O:19][C:20]([CH3:23])([CH3:22])[CH3:21])=[O:18])[CH2:13][CH2:12]2)=[N:8][CH:7]=1)([OH:5])=[O:3], predict the reactants needed to synthesize it. (3) The reactants are: [CH3:1][Si](C=[N+]=[N-])(C)C.[C:8]([O:12][C:13]([N:15]1[CH2:20][CH2:19][NH:18][CH2:17][C@@H:16]1[C:21]([OH:23])=[O:22])=[O:14])([CH3:11])([CH3:10])[CH3:9]. Given the product [N:15]1([C:13]([O:12][C:8]([CH3:11])([CH3:9])[CH3:10])=[O:14])[CH2:20][CH2:19][NH:18][CH2:17][C@@H:16]1[C:21]([O:23][CH3:1])=[O:22], predict the reactants needed to synthesize it.